From a dataset of Reaction yield outcomes from USPTO patents with 853,638 reactions. Predict the reaction yield, written as a fraction of the theoretical maximum amount of product (1.0 means a 100% yield; for example, 0.34 means a 34% yield). (1) The reactants are [Cl:1][C:2]1[CH:7]=[CH:6][C:5]([CH2:8][OH:9])=[CH:4][C:3]=1[S:10]([NH2:13])(=[O:12])=[O:11]. The catalyst is O1CCCC1.O=[Mn]=O. The product is [Cl:1][C:2]1[CH:7]=[CH:6][C:5]([CH:8]=[O:9])=[CH:4][C:3]=1[S:10]([NH2:13])(=[O:12])=[O:11]. The yield is 0.800. (2) The reactants are [NH2:1][C:2]1[CH:7]=[CH:6][C:5]([CH3:8])=[CH:4][C:3]=1[C:9]([CH:11]1[CH2:13][CH2:12]1)=[O:10].[CH3:14]ON(C)C(C1CCC1)=O. No catalyst specified. The product is [NH2:1][C:2]1[CH:7]=[CH:6][C:5]([CH3:8])=[CH:4][C:3]=1[C:9]([CH:11]1[CH2:13][CH2:12][CH2:14]1)=[O:10]. The yield is 0.800. (3) The reactants are F[C:2]1[CH:7]=[CH:6][C:5]([C:8]2[O:9][C:10]3[CH:16]=[CH:15][CH:14]=[CH:13][C:11]=3[N:12]=2)=[CH:4][C:3]=1[N+:17]([O-])=O.C(=O)([O-])O.[Na+].[CH3:25][O:26][C:27]1[CH:32]=[CH:31][CH:30]=[C:29]([NH2:33])[CH:28]=1.[H][H]. The catalyst is C(O)C.[C].[Pd].O1CCCC1.O. The product is [CH3:25][O:26][C:27]1[CH:28]=[C:29]([NH:33][C:2]2[CH:7]=[CH:6][C:5]([C:8]3[O:9][C:10]4[CH:16]=[CH:15][CH:14]=[CH:13][C:11]=4[N:12]=3)=[CH:4][C:3]=2[NH2:17])[CH:30]=[CH:31][CH:32]=1. The yield is 0.150. (4) The reactants are C1(C(C2C=CC=CC=2)[N:8]2[CH2:11][CH:10]([O:12][C:13]3[C:18]4[CH:19]=[C:20]([CH3:22])[O:21][C:17]=4[CH:16]=[C:15]([C:23]([O:25][CH2:26][CH3:27])=[O:24])[CH:14]=3)[CH2:9]2)C=CC=CC=1. The catalyst is CCOC(C)=O.CO.[Pd]. The product is [NH:8]1[CH2:11][CH:10]([O:12][C:13]2[C:18]3[CH:19]=[C:20]([CH3:22])[O:21][C:17]=3[CH:16]=[C:15]([C:23]([O:25][CH2:26][CH3:27])=[O:24])[CH:14]=2)[CH2:9]1. The yield is 1.00. (5) The reactants are [N:1]1[C:6]2[CH:7]=[CH:8][S:9][C:5]=2[C:4](=[O:10])[NH:3][CH:2]=1.[Br:11]Br.C(=O)(O)[O-].[Na+]. The catalyst is C(O)(=O)C. The product is [Br:11][C:7]1[C:6]2[N:1]=[CH:2][NH:3][C:4](=[O:10])[C:5]=2[S:9][CH:8]=1. The yield is 0.640. (6) The reactants are [OH:1][CH2:2][C@@H:3]1[C@:12]2([CH3:13])[C@H:7]([C:8]([CH3:15])([CH3:14])[CH2:9][CH2:10][CH2:11]2)[CH2:6][CH2:5][C@@:4]1([CH3:17])[OH:16].CC1C=NC2C(C=1C)=CC=C1C=2N=CC(C)=C1C.C1(C)C=CC=CC=1.I[C:44]1[CH:49]=[C:48]([CH3:50])[CH:47]=[C:46]([O:51][CH3:52])[CH:45]=1. The catalyst is COCCOCCOC. The product is [CH3:52][O:51][C:46]1[CH:45]=[C:44]([CH:49]=[C:48]([CH3:50])[CH:47]=1)[O:1][CH2:2][C@@H:3]1[C@:12]2([CH3:13])[C@H:7]([C:8]([CH3:15])([CH3:14])[CH2:9][CH2:10][CH2:11]2)[CH2:6][CH2:5][C@@:4]1([CH3:17])[OH:16]. The yield is 0.920. (7) The reactants are CC([O-])(C)C.[K+].[C:7]([CH2:9][C:10]([NH2:12])=[O:11])#[N:8].[CH3:13][C:14](=O)/[CH:15]=[CH:16]/[CH2:17][CH2:18][CH3:19]. The catalyst is CS(C)=O. The product is [CH3:13][C:14]1[NH:12][C:10](=[O:11])[C:9]([C:7]#[N:8])=[C:16]([CH2:17][CH2:18][CH3:19])[CH:15]=1. The yield is 0.320. (8) The reactants are [C:1]([C:4]1[C:9]([C:10]2[CH:15]=[CH:14][CH:13]=[CH:12][CH:11]=2)=[N:8][N:7]([CH2:16][CH3:17])[C:6](=[O:18])[C:5]=1[N+:19]([O-])=O)(=[O:3])[CH3:2].N[C:23]1[CH:24]=[C:25]([Br:33])[CH:26]=[C:27]2[C:32]=1[N:31]=[CH:30][CH:29]=[CH:28]2. The catalyst is C(O)C. The product is [C:1]([C:4]1[C:9]([C:10]2[CH:15]=[CH:14][CH:13]=[CH:12][CH:11]=2)=[N:8][N:7]([CH2:16][CH3:17])[C:6](=[O:18])[C:5]=1[NH:19][C:23]1[CH:24]=[C:25]([Br:33])[CH:26]=[C:27]2[C:32]=1[N:31]=[CH:30][CH:29]=[CH:28]2)(=[O:3])[CH3:2]. The yield is 0.853. (9) The reactants are [NH2:1][C:2]1[CH:7]=[CH:6][CH:5]=[CH:4][CH:3]=1.[CH2:8]([O:10][C:11]([C:13]1[CH:14]=[N:15][N:16]([C:18]2[N:22]([CH2:23][O:24][CH2:25][CH2:26][O:27][CH3:28])[C:21]3[CH:29]=[C:30]([Cl:37])[C:31]([S:33](Cl)(=[O:35])=[O:34])=[CH:32][C:20]=3[N:19]=2)[CH:17]=1)=[O:12])[CH3:9]. The catalyst is N1C=CC=CC=1. The product is [CH2:8]([O:10][C:11]([C:13]1[CH:14]=[N:15][N:16]([C:18]2[N:22]([CH2:23][O:24][CH2:25][CH2:26][O:27][CH3:28])[C:21]3[CH:29]=[C:30]([Cl:37])[C:31]([S:33](=[O:35])(=[O:34])[NH:1][C:2]4[CH:7]=[CH:6][CH:5]=[CH:4][CH:3]=4)=[CH:32][C:20]=3[N:19]=2)[CH:17]=1)=[O:12])[CH3:9]. The yield is 0.430. (10) The product is [NH2:11][C:9]1[N:8]=[CH:7][N:6]=[C:5]2[N:4]([C@@H:23]3[CH2:22][CH2:21][CH2:20][N:19]([C:17]([O:16][C:12]([CH3:15])([CH3:14])[CH3:13])=[O:18])[CH2:24]3)[N:3]=[C:2]([I:1])[C:10]=12. The yield is 0.412. The catalyst is C1COCC1. The reactants are [I:1][C:2]1[C:10]2[C:5](=[N:6][CH:7]=[N:8][C:9]=2[NH2:11])[NH:4][N:3]=1.[C:12]([O:16][C:17]([N:19]1[CH2:24][CH2:23][CH2:22][C@H:21](O)[CH2:20]1)=[O:18])([CH3:15])([CH3:14])[CH3:13].C1C=CC(P(C2C=CC=CC=2)C2C=CC=CC=2)=CC=1.CC(OC(/N=N/C(OC(C)C)=O)=O)C.